From a dataset of Reaction yield outcomes from USPTO patents with 853,638 reactions. Predict the reaction yield, written as a fraction of the theoretical maximum amount of product (1.0 means a 100% yield; for example, 0.34 means a 34% yield). (1) The reactants are Br[C:2]1[C:10]2[C:5](=[CH:6][CH:7]=[CH:8][CH:9]=2)[N:4]([Si:11]([CH:18]([CH3:20])[CH3:19])([CH:15]([CH3:17])[CH3:16])[CH:12]([CH3:14])[CH3:13])[CH:3]=1.[NH:21]1[CH2:26][CH2:25][O:24][CH2:23][CH2:22]1.C[Si]([N-][Si](C)(C)C)(C)C.[Li+].C1COCC1. The catalyst is C1C=CC(/C=C/C(/C=C/C2C=CC=CC=2)=O)=CC=1.C1C=CC(/C=C/C(/C=C/C2C=CC=CC=2)=O)=CC=1.C1C=CC(/C=C/C(/C=C/C2C=CC=CC=2)=O)=CC=1.C(Cl)(Cl)Cl.[Pd].[Pd].C1(P(C2CCCCC2)C2C=CC=CC=2C2C=CC=CC=2N(C)C)CCCCC1. The product is [N:21]1([C:2]2[C:10]3[C:5](=[CH:6][CH:7]=[CH:8][CH:9]=3)[N:4]([Si:11]([CH:18]([CH3:20])[CH3:19])([CH:15]([CH3:17])[CH3:16])[CH:12]([CH3:14])[CH3:13])[CH:3]=2)[CH2:26][CH2:25][O:24][CH2:23][CH2:22]1. The yield is 0.600. (2) The reactants are [CH2:1]([C:9]1[CH:10]=[C:11]2[C:15](=[CH:16][CH:17]=1)[N:14]([C:18]([NH:20][CH2:21][CH2:22][C:23]([O:25]CC)=[O:24])=[O:19])[CH2:13][CH2:12]2)[CH2:2][CH2:3][CH2:4][CH2:5][CH2:6][CH2:7][CH3:8].C(C1C=CC(NC(=O)NCCC(OCC)=O)=CC=1)CCCCCCC. No catalyst specified. The product is [CH2:1]([C:9]1[CH:10]=[C:11]2[C:15](=[CH:16][CH:17]=1)[N:14]([C:18]([NH:20][CH2:21][CH2:22][C:23]([OH:25])=[O:24])=[O:19])[CH2:13][CH2:12]2)[CH2:2][CH2:3][CH2:4][CH2:5][CH2:6][CH2:7][CH3:8]. The yield is 0.840. (3) The reactants are Cl[C:2]1[N:7]=[C:6]([NH2:8])[N:5]=[C:4]([NH:9][CH:10]2[CH2:15][CH2:14][CH2:13][CH2:12][CH2:11]2)[CH:3]=1.[C:16]([C:18]1[CH:23]=[CH:22][C:21](B(O)O)=[CH:20][C:19]=1[F:27])#[N:17].C([O-])(O)=O.[Na+]. The catalyst is C1C=CC([P]([Pd]([P](C2C=CC=CC=2)(C2C=CC=CC=2)C2C=CC=CC=2)([P](C2C=CC=CC=2)(C2C=CC=CC=2)C2C=CC=CC=2)[P](C2C=CC=CC=2)(C2C=CC=CC=2)C2C=CC=CC=2)(C2C=CC=CC=2)C2C=CC=CC=2)=CC=1.O1CCOCC1. The product is [NH2:8][C:6]1[N:7]=[C:2]([C:21]2[CH:22]=[CH:23][C:18]([C:16]#[N:17])=[C:19]([F:27])[CH:20]=2)[CH:3]=[C:4]([NH:9][CH:10]2[CH2:15][CH2:14][CH2:13][CH2:12][CH2:11]2)[N:5]=1. The yield is 0.360.